This data is from Catalyst prediction with 721,799 reactions and 888 catalyst types from USPTO. The task is: Predict which catalyst facilitates the given reaction. (1) Reactant: [CH2:1]([O:3][C:4]([C:6]1[C:15]2[C:14]3=[N:16][N:17]([CH2:19][CH2:20]OS(C)(=O)=O)[CH:18]=[C:13]3[CH2:12][CH2:11][CH2:10][C:9]=2[NH:8][CH:7]=1)=[O:5])[CH3:2].[CH2:26]([NH:28][CH2:29][CH3:30])[CH3:27].C([O-])([O-])=O.[K+].[K+]. Product: [CH2:1]([O:3][C:4]([C:6]1[C:15]2[C:14]3=[N:16][N:17]([CH2:19][CH2:20][N:28]([CH2:29][CH3:30])[CH2:26][CH3:27])[CH:18]=[C:13]3[CH2:12][CH2:11][CH2:10][C:9]=2[NH:8][CH:7]=1)=[O:5])[CH3:2]. The catalyst class is: 23. (2) The catalyst class is: 5. Reactant: Cl.[N:2]1([C:6]([C:8]2[CH:41]=[CH:40][C:11]([O:12][C:13]3[CH:14]=[C:15]([CH:25]=[C:26]([O:28][C@@H:29]([CH3:39])[CH2:30][O:31][Si](C(C)(C)C)(C)C)[CH:27]=3)[C:16]([NH:18][C:19]3[S:23][N:22]=[C:21]([CH3:24])[N:20]=3)=[O:17])=[C:10]([F:42])[CH:9]=2)=[O:7])[CH2:5][CH2:4][CH2:3]1.C(=O)(O)[O-].[Na+]. Product: [N:2]1([C:6]([C:8]2[CH:41]=[CH:40][C:11]([O:12][C:13]3[CH:14]=[C:15]([CH:25]=[C:26]([O:28][C@@H:29]([CH3:39])[CH2:30][OH:31])[CH:27]=3)[C:16]([NH:18][C:19]3[S:23][N:22]=[C:21]([CH3:24])[N:20]=3)=[O:17])=[C:10]([F:42])[CH:9]=2)=[O:7])[CH2:3][CH2:4][CH2:5]1.